Regression. Given a peptide amino acid sequence and an MHC pseudo amino acid sequence, predict their binding affinity value. This is MHC class I binding data. From a dataset of Peptide-MHC class I binding affinity with 185,985 pairs from IEDB/IMGT. (1) The peptide sequence is VFGSTMNNK. The MHC is HLA-A03:01 with pseudo-sequence HLA-A03:01. The binding affinity (normalized) is 0.226. (2) The peptide sequence is MEFEPFQSL. The MHC is HLA-B40:01 with pseudo-sequence HLA-B40:01. The binding affinity (normalized) is 0.874. (3) The peptide sequence is KLLNRVIGY. The MHC is HLA-B27:05 with pseudo-sequence HLA-B27:05. The binding affinity (normalized) is 0.0847. (4) The peptide sequence is DSLSSQMTS. The MHC is HLA-A02:01 with pseudo-sequence HLA-A02:01. The binding affinity (normalized) is 0.